This data is from Full USPTO retrosynthesis dataset with 1.9M reactions from patents (1976-2016). The task is: Predict the reactants needed to synthesize the given product. (1) Given the product [CH3:41][C:39]1[N:40]=[C:36]([NH:35][C:9]([O:8][C:7]2[CH:6]=[CH:5][C:4]([N+:1]([O-:3])=[O:2])=[CH:23][CH:22]=2)=[O:10])[S:37][C:38]=1[C:42]([O:44][CH2:45][CH3:46])=[O:43], predict the reactants needed to synthesize it. The reactants are: [N+:1]([C:4]1[CH:23]=[CH:22][C:7]([O:8][C:9](NC2C=C(C=CN=2)C(OC)=O)=[O:10])=[CH:6][CH:5]=1)([O-:3])=[O:2].NC1C=C(C(OC)=O)C=CN=1.[NH2:35][C:36]1[S:37][C:38]([C:42]([O:44][CH2:45][CH3:46])=[O:43])=[C:39]([CH3:41])[N:40]=1. (2) Given the product [Br:4][C:5]1[CH:6]=[CH:7][C:8]([CH3:37])=[C:9]([NH:11][C:12]([C:14]2[N:15]=[CH:16][NH:17][C:18]=2[C:19]([NH:21][C:22]2[NH:26][C:25]3[CH:27]=[CH:28][C:29]([N:31]4[CH2:32][CH2:33][N:34]([CH3:38])[CH2:35][CH2:36]4)=[CH:30][C:24]=3[N:23]=2)=[O:20])=[O:13])[CH:10]=1, predict the reactants needed to synthesize it. The reactants are: C=O.Cl.[Br:4][C:5]1[CH:6]=[CH:7][C:8]([CH3:37])=[C:9]([NH:11][C:12]([C:14]2[N:15]=[CH:16][NH:17][C:18]=2[C:19]([NH:21][C:22]2[NH:26][C:25]3[CH:27]=[CH:28][C:29]([N:31]4[CH2:36][CH2:35][NH:34][CH2:33][CH2:32]4)=[CH:30][C:24]=3[N:23]=2)=[O:20])=[O:13])[CH:10]=1.[C:38](O[BH-](OC(=O)C)OC(=O)C)(=O)C.[Na+].Cl.